Dataset: Catalyst prediction with 721,799 reactions and 888 catalyst types from USPTO. Task: Predict which catalyst facilitates the given reaction. (1) Reactant: [H-].[Na+].[Cl:3][C:4]1[CH:5]=[CH:6][C:7]([O:19][CH:20]([F:22])[F:21])=[C:8]([C:10]2[C:15]([O:16][CH3:17])=[CH:14][NH:13][C:12](=[O:18])[CH:11]=2)[CH:9]=1.FC(F)(F)S(O[CH:29]([CH2:35][CH3:36])[C:30]([O:32][CH2:33][CH3:34])=[O:31])(=O)=O. The catalyst class is: 7. Product: [Cl:3][C:4]1[CH:5]=[CH:6][C:7]([O:19][CH:20]([F:22])[F:21])=[C:8]([C:10]2[C:15]([O:16][CH3:17])=[CH:14][N:13]([CH:29]([CH2:35][CH3:36])[C:30]([O:32][CH2:33][CH3:34])=[O:31])[C:12](=[O:18])[CH:11]=2)[CH:9]=1. (2) Reactant: [O:1]=[C:2]1[CH2:5][CH:4]([C:6]([O:8][CH3:9])=[O:7])[CH2:3]1.[BH4-].[Na+].O. Product: [OH:1][CH:2]1[CH2:5][CH:4]([C:6]([O:8][CH3:9])=[O:7])[CH2:3]1. The catalyst class is: 5. (3) Reactant: [I:1][C:2]1[CH:3]=[N:4][NH:5][CH:6]=1.C([O-])([O-])=O.[K+].[K+].Br[CH:14]1[CH2:18][CH2:17][CH2:16][CH2:15]1. Product: [CH:14]1([N:4]2[CH:3]=[C:2]([I:1])[CH:6]=[N:5]2)[CH2:18][CH2:17][CH2:16][CH2:15]1. The catalyst class is: 3. (4) Reactant: [CH:1]1([C:4]2[C:12]3[C:7](=[CH:8][CH:9]=[CH:10][C:11]=3[N+:13]([O-])=O)[N:6]([CH2:16][C:17]3[CH:22]=[CH:21][CH:20]=[C:19]([CH3:23])[N:18]=3)[N:5]=2)[CH2:3][CH2:2]1.[NH4+].[Cl-]. Product: [CH:1]1([C:4]2[C:12]3[C:11]([NH2:13])=[CH:10][CH:9]=[CH:8][C:7]=3[N:6]([CH2:16][C:17]3[CH:22]=[CH:21][CH:20]=[C:19]([CH3:23])[N:18]=3)[N:5]=2)[CH2:2][CH2:3]1. The catalyst class is: 314. (5) Reactant: [F:1][C:2]1([F:12])[CH2:7][CH2:6][C:5]([OH:11])([C:8]([OH:10])=O)[CH2:4][CH2:3]1.[Cl:13][C:14]1[CH:15]=[C:16]([F:36])[C:17]([C:30]2[N:31]=[N:32][N:33]([CH3:35])[N:34]=2)=[C:18]([C:20]2[CH:21]=[C:22]([F:29])[C:23]([C@H:26]([NH2:28])[CH3:27])=[N:24][CH:25]=2)[CH:19]=1.C1C=CC2N(O)N=NC=2C=1.CCN=C=NCCCN(C)C.C(N(CC)CC)C.C(=O)(O)[O-].[Na+]. Product: [Cl:13][C:14]1[CH:15]=[C:16]([F:36])[C:17]([C:30]2[N:31]=[N:32][N:33]([CH3:35])[N:34]=2)=[C:18]([C:20]2[CH:21]=[C:22]([F:29])[C:23]([C@H:26]([NH:28][C:8]([C:5]3([OH:11])[CH2:4][CH2:3][C:2]([F:1])([F:12])[CH2:7][CH2:6]3)=[O:10])[CH3:27])=[N:24][CH:25]=2)[CH:19]=1. The catalyst class is: 18. (6) Reactant: [BH4-].[Na+].[CH2:3]([O:5][C:6]([C:8]1[S:9][C:10](SC)=[C:11]([C:20]#[N:21])[C:12]=1[C:13]1[CH:18]=[CH:17][C:16]([I:19])=[CH:15][CH:14]=1)=[O:7])[CH3:4]. Product: [CH2:3]([O:5][C:6]([C:8]1[S:9][CH:10]=[C:11]([C:20]#[N:21])[C:12]=1[C:13]1[CH:18]=[CH:17][C:16]([I:19])=[CH:15][CH:14]=1)=[O:7])[CH3:4]. The catalyst class is: 14. (7) Reactant: [Br:1]N1C(=O)CCC1=O.[CH3:9][C@H:10]1[O:15][C@@H:14]([CH3:16])[CH2:13][N:12]([C:17]2[CH:22]=[C:21]([C:23]3[CH:27]=[CH:26][O:25][C:24]=3[CH3:28])[CH:20]=[CH:19][N:18]=2)[CH2:11]1. Product: [Br:1][C:20]1[C:21]([C:23]2[CH:27]=[CH:26][O:25][C:24]=2[CH3:28])=[CH:22][C:17]([N:12]2[CH2:11][C@H:10]([CH3:9])[O:15][C@H:14]([CH3:16])[CH2:13]2)=[N:18][CH:19]=1. The catalyst class is: 22.